This data is from Full USPTO retrosynthesis dataset with 1.9M reactions from patents (1976-2016). The task is: Predict the reactants needed to synthesize the given product. Given the product [C:1]1([N:7]2[C:15]3[CH:14]=[CH:13][N:12]=[CH:11][C:10]=3[N:9]=[C:8]2[CH:16]([NH:18][C:20]2[N:28]=[CH:27][N:26]=[C:25]3[C:21]=2[N:22]=[CH:23][NH:24]3)[CH3:17])[CH:2]=[CH:3][CH:4]=[CH:5][CH:6]=1, predict the reactants needed to synthesize it. The reactants are: [C:1]1([N:7]2[C:15]3[CH:14]=[CH:13][N:12]=[CH:11][C:10]=3[N:9]=[C:8]2[CH:16]([NH2:18])[CH3:17])[CH:6]=[CH:5][CH:4]=[CH:3][CH:2]=1.Cl[C:20]1[N:28]=[CH:27][N:26]=[C:25]2[C:21]=1[N:22]=[CH:23][N:24]2C1CCCCO1.CCN(C(C)C)C(C)C.